Dataset: Full USPTO retrosynthesis dataset with 1.9M reactions from patents (1976-2016). Task: Predict the reactants needed to synthesize the given product. (1) Given the product [CH3:1][O:2][C:3]([C:5]1[CH:6]=[C:7]2[C:11](=[CH:12][CH:13]=1)[N:10]([CH2:17][C:18]1[CH:22]=[C:21]([C:23]3[S:24][C:25]([Cl:28])=[CH:26][CH:27]=3)[O:20][N:19]=1)[N:9]=[C:8]2[CH:14]=[O:15])=[O:4], predict the reactants needed to synthesize it. The reactants are: [CH3:1][O:2][C:3]([C:5]1[CH:6]=[C:7]2[C:11](=[CH:12][CH:13]=1)[NH:10][N:9]=[C:8]2[CH:14]=[O:15])=[O:4].Br[CH2:17][C:18]1[CH:22]=[C:21]([C:23]2[S:24][C:25]([Cl:28])=[CH:26][CH:27]=2)[O:20][N:19]=1.C([O-])([O-])=O.[Cs+].[Cs+]. (2) Given the product [CH3:19][S:16]([C:8]1[C:9]2[O:15][CH2:14][O:13][C:10]=2[CH:11]=[CH:12][C:7]=1[CH2:6][OH:5])(=[O:17])=[O:18], predict the reactants needed to synthesize it. The reactants are: C(OC[O:5][CH2:6][C:7]1[CH:12]=[CH:11][C:10]2[O:13][CH2:14][O:15][C:9]=2[C:8]=1[S:16]([CH3:19])(=[O:18])=[O:17])C.FC(F)(F)C(O)=O. (3) The reactants are: ClC1C=CC=C(C(OO)=[O:9])C=1.[Cl:12][C:13]1[CH:18]=[CH:17][C:16]([N:19]([CH3:27])[C:20](=[O:26])[O:21][CH2:22][C:23]([CH3:25])=[CH2:24])=[CH:15][CH:14]=1.S([O-])([O-])(=O)=S.[Na+].[Na+]. Given the product [Cl:12][C:13]1[CH:14]=[CH:15][C:16]([N:19]([CH3:27])[C:20](=[O:26])[O:21][CH2:22][C:23]2([CH3:25])[CH2:24][O:9]2)=[CH:17][CH:18]=1, predict the reactants needed to synthesize it. (4) Given the product [Cl:11][C:8]1([C:3]2([CH2:4][CH:5]3[CH2:6][C:12]3([Br:15])[Br:13])[CH2:2][O:7]2)[CH2:10][CH2:9]1, predict the reactants needed to synthesize it. The reactants are: Cl[CH2:2][C:3]([C:8]1([Cl:11])[CH2:10][CH2:9]1)([OH:7])[CH2:4][CH:5]=[CH2:6].[CH:12]([Br:15])(Br)[Br:13].[OH-].[Na+]. (5) Given the product [F:1][C:2]1[CH:7]=[CH:6][C:5]([C:8]2[C:13]([C:14]([NH:16][C@@H:17]([CH2:25][CH2:26][S:27][CH3:28])[C:18]([OH:20])=[O:19])=[O:15])=[CH:12][CH:11]=[C:10]([O:29][CH:30]([C:37]3[CH:38]=[CH:39][C:40]([F:43])=[CH:41][CH:42]=3)[CH2:31][N:32]3[CH:36]=[CH:35][N:34]=[CH:33]3)[N:9]=2)=[CH:4][CH:3]=1, predict the reactants needed to synthesize it. The reactants are: [F:1][C:2]1[CH:7]=[CH:6][C:5]([C:8]2[C:13]([C:14]([NH:16][C@@H:17]([CH2:25][CH2:26][S:27][CH3:28])[C:18]([O:20]C(C)(C)C)=[O:19])=[O:15])=[CH:12][CH:11]=[C:10]([O:29][CH:30]([C:37]3[CH:42]=[CH:41][C:40]([F:43])=[CH:39][CH:38]=3)[CH2:31][N:32]3[CH:36]=[CH:35][N:34]=[CH:33]3)[N:9]=2)=[CH:4][CH:3]=1. (6) The reactants are: [NH2:1][C:2]1[S:3][CH:4]=[C:5]([C:7]2[CH:12]=[CH:11][CH:10]=[C:9]([N+:13]([O-:15])=[O:14])[CH:8]=2)[N:6]=1.[Cl:16][C:17]1[C:18]([CH3:27])=[C:19]([S:23](Cl)(=[O:25])=[O:24])[CH:20]=[CH:21][CH:22]=1. Given the product [Cl:16][C:17]1[C:18]([CH3:27])=[C:19]([S:23]([NH:1][C:2]2[S:3][CH:4]=[C:5]([C:7]3[CH:12]=[CH:11][CH:10]=[C:9]([N+:13]([O-:15])=[O:14])[CH:8]=3)[N:6]=2)(=[O:25])=[O:24])[CH:20]=[CH:21][CH:22]=1, predict the reactants needed to synthesize it. (7) Given the product [CH2:24]([O:23][C:21]([NH:1][N:2]1[CH:6]=[CH:5][N:4]=[C:3]1[C:7]([O:9][CH2:10][CH3:11])=[O:8])=[O:22])[CH3:25], predict the reactants needed to synthesize it. The reactants are: [NH2:1][N:2]1[CH:6]=[CH:5][N:4]=[C:3]1[C:7]([O:9][CH2:10][CH3:11])=[O:8].CN(C=O)C.C(Cl)Cl.Cl[C:21]([O:23][CH2:24][CH3:25])=[O:22]. (8) The reactants are: COC1C=C(OC)C=CC=1C[O:6][N:7]1[C:12](=[O:13])[C:11]2[S:14][C:15]3[CH:20]=[CH:19][CH:18]=[CH:17][C:16]=3[C:10]=2[NH:9][C:8]1=[O:21].[Br:28][C:29]1[CH:30]=[C:31]([CH:34]=[CH:35][CH:36]=1)[CH2:32]Br. Given the product [Br:28][C:29]1[CH:30]=[C:31]([CH:34]=[CH:35][CH:36]=1)[CH2:32][N:9]1[C:10]2[C:16]3[CH:17]=[CH:18][CH:19]=[CH:20][C:15]=3[S:14][C:11]=2[C:12](=[O:13])[N:7]([OH:6])[C:8]1=[O:21], predict the reactants needed to synthesize it. (9) Given the product [C:20]1(/[CH:30]=[CH:31]\[C:32]([N:15]2[CH2:16][CH2:17][C:18](=[O:19])[N:12]([CH2:11][CH2:10][CH2:9][N:3]3[CH2:4][CH2:5][CH2:6][CH2:7][CH2:8]3)[CH2:13][CH2:14]2)=[O:33])[C:29]2[C:24](=[CH:25][CH:26]=[CH:27][CH:28]=2)[CH:23]=[CH:22][CH:21]=1, predict the reactants needed to synthesize it. The reactants are: Cl.Cl.[N:3]1([CH2:9][CH2:10][CH2:11][N:12]2[C:18](=[O:19])[CH2:17][CH2:16][NH:15][CH2:14][CH2:13]2)[CH2:8][CH2:7][CH2:6][CH2:5][CH2:4]1.[C:20]1(/[CH:30]=[CH:31]\[C:32](O)=[O:33])[C:29]2[C:24](=[CH:25][CH:26]=[CH:27][CH:28]=2)[CH:23]=[CH:22][CH:21]=1.